Dataset: Reaction yield outcomes from USPTO patents with 853,638 reactions. Task: Predict the reaction yield, written as a fraction of the theoretical maximum amount of product (1.0 means a 100% yield; for example, 0.34 means a 34% yield). (1) The yield is 0.570. The product is [CH3:11][N:8]1[C:9]2[CH:10]=[C:2]([N:36]3[CH:37]=[CH:38][C:33]([O:32][CH2:31][C:28]4[CH:29]=[N:30][C:25]([CH3:24])=[CH:26][CH:27]=4)=[CH:34][C:35]3=[O:39])[CH:3]=[CH:4][C:5]=2[C:6]2[CH2:16][N:15]([C:17]([O:19][C:20]([CH3:23])([CH3:22])[CH3:21])=[O:18])[CH2:14][CH2:13][CH2:12][C:7]1=2. The catalyst is CS(C)=O.[Cu](I)I. The reactants are Br[C:2]1[CH:3]=[CH:4][C:5]2[C:6]3[CH2:16][N:15]([C:17]([O:19][C:20]([CH3:23])([CH3:22])[CH3:21])=[O:18])[CH2:14][CH2:13][CH2:12][C:7]=3[N:8]([CH3:11])[C:9]=2[CH:10]=1.[CH3:24][C:25]1[N:30]=[CH:29][C:28]([CH2:31][O:32][C:33]2[CH:38]=[CH:37][NH:36][C:35](=[O:39])[CH:34]=2)=[CH:27][CH:26]=1.C([O-])([O-])=O.[Cs+].[Cs+].OC1C=CC=C2C=1N=CC=C2. (2) The reactants are [Cl:1][C:2]1[S:6][C:5]([C:7]([OH:9])=O)=[CH:4][C:3]=1[C:10]1[N:14]([CH2:15][CH3:16])[N:13]=[CH:12][C:11]=1[CH3:17].C1CN([P+](Br)(N2CCCC2)N2CCCC2)CC1.F[P-](F)(F)(F)(F)F.CCN(C(C)C)C(C)C.[NH2:51][C@@H:52]([CH2:65][C:66]1[CH:71]=[CH:70][CH:69]=[C:68]([F:72])[CH:67]=1)[CH2:53][N:54]1[C:62](=[O:63])[C:61]2[C:56](=[CH:57][CH:58]=[CH:59][CH:60]=2)[C:55]1=[O:64]. The catalyst is C(Cl)Cl. The product is [Cl:1][C:2]1[S:6][C:5]([C:7]([NH:51][C@@H:52]([CH2:65][C:66]2[CH:71]=[CH:70][CH:69]=[C:68]([F:72])[CH:67]=2)[CH2:53][N:54]2[C:62](=[O:63])[C:61]3[C:56](=[CH:57][CH:58]=[CH:59][CH:60]=3)[C:55]2=[O:64])=[O:9])=[CH:4][C:3]=1[C:10]1[N:14]([CH2:15][CH3:16])[N:13]=[CH:12][C:11]=1[CH3:17]. The yield is 0.790. (3) The reactants are Cl.[F:2][C:3]1[CH:8]=[C:7]([N+:9]([O-])=O)[CH:6]=[CH:5][C:4]=1[O:12][C:13]1[C:22]2[C:17](=[CH:18][C:19]([O:25][CH2:26][CH2:27][CH2:28][N:29]3[CH2:33][CH2:32][CH2:31][CH2:30]3)=[C:20]([O:23][CH3:24])[CH:21]=2)[N:16]=[CH:15][CH:14]=1. The catalyst is [Fe].CCO. The product is [F:2][C:3]1[CH:8]=[C:7]([CH:6]=[CH:5][C:4]=1[O:12][C:13]1[C:22]2[C:17](=[CH:18][C:19]([O:25][CH2:26][CH2:27][CH2:28][N:29]3[CH2:30][CH2:31][CH2:32][CH2:33]3)=[C:20]([O:23][CH3:24])[CH:21]=2)[N:16]=[CH:15][CH:14]=1)[NH2:9]. The yield is 0.950. (4) The reactants are [C:1]([N:8]1[CH2:13][CH2:12][NH:11][CH2:10][CH2:9]1)([O:3][C:4]([CH3:7])([CH3:6])[CH3:5])=[O:2].C(N(C(C)C)CC)(C)C.[F:23][C:24]([F:35])([F:34])[C:25]1[CH:33]=[CH:32][CH:31]=[CH:30][C:26]=1[C:27](Cl)=[O:28]. The product is [C:4]([O:3][C:1]([N:8]1[CH2:9][CH2:10][N:11]([C:27](=[O:28])[C:26]2[CH:30]=[CH:31][CH:32]=[CH:33][C:25]=2[C:24]([F:23])([F:34])[F:35])[CH2:12][CH2:13]1)=[O:2])([CH3:7])([CH3:6])[CH3:5]. The catalyst is ClCCl. The yield is 0.980. (5) The reactants are [CH:1]1([CH:7]([NH:20][C:21]2[CH:29]=[CH:28][C:24]([C:25](O)=[O:26])=[CH:23][CH:22]=2)[C:8]2[CH:12]=[C:11]([C:13](=[O:17])[CH:14]([CH3:16])[CH3:15])[S:10][C:9]=2[CH2:18][CH3:19])[CH2:6][CH2:5][CH2:4][CH2:3][CH2:2]1.Cl.[NH2:31][CH2:32][CH2:33][C:34]([O:36]CC)=[O:35].O.ON1C2C=CC=CC=2N=N1.Cl.C(N=C=NCCCN(C)C)C.Cl.[OH-].[Na+]. The catalyst is CN(C)C=O.C(O)C.O1CCCC1.C(N(CC)CC)C. The product is [CH:1]1([CH:7]([NH:20][C:21]2[CH:22]=[CH:23][C:24]([C:25]([NH:31][CH2:32][CH2:33][C:34]([OH:36])=[O:35])=[O:26])=[CH:28][CH:29]=2)[C:8]2[CH:12]=[C:11]([C:13](=[O:17])[CH:14]([CH3:16])[CH3:15])[S:10][C:9]=2[CH2:18][CH3:19])[CH2:2][CH2:3][CH2:4][CH2:5][CH2:6]1. The yield is 0.700. (6) The reactants are O.[OH-].[Li+].[Br:4][C:5]1[CH:14]=[C:13]([C:15]([NH:17][CH2:18][C:19]2[CH:24]=[CH:23][CH:22]=[C:21]([OH:25])[CH:20]=2)=[O:16])[CH:12]=[CH:11][C:6]=1[C:7]([O:9]C)=[O:8]. The catalyst is O.O1CCCC1.CO. The product is [Br:4][C:5]1[CH:14]=[C:13]([C:15]([NH:17][CH2:18][C:19]2[CH:24]=[CH:23][CH:22]=[C:21]([OH:25])[CH:20]=2)=[O:16])[CH:12]=[CH:11][C:6]=1[C:7]([OH:9])=[O:8]. The yield is 1.00. (7) The reactants are C1CCC(N=C=NC2CCCCC2)CC1.[CH2:16]1[C@@H:20]([CH2:21][CH2:22][CH2:23][CH2:24][C:25]([OH:27])=[O:26])[S:19][S:18][CH2:17]1.[CH3:28][N:29]([CH3:33])[CH2:30][CH2:31]O. The catalyst is C(Cl)Cl.CN(C1C=CN=CC=1)C. The product is [S:18]1[CH2:17][CH2:16][C@@H:20]([CH2:21][CH2:22][CH2:23][CH2:24][C:25]([O:27][CH2:31][CH2:30][N:29]([CH3:33])[CH3:28])=[O:26])[S:19]1. The yield is 0.790. (8) The reactants are [CH2:1]([O:8][C:9]([NH:11][C@H:12]1[CH2:16][CH2:15][N:14]([CH:17]2[CH2:26][CH2:25][C:20]3(OCC[O:21]3)[CH2:19][CH2:18]2)[C:13]1=[O:27])=[O:10])[C:2]1[CH:7]=[CH:6][CH:5]=[CH:4][CH:3]=1.C1(C)C=CC(S(O)(=O)=O)=CC=1.Cl.C(=O)(O)[O-].[Na+]. The catalyst is CC(C)=O. The product is [O:27]=[C:13]1[C@@H:12]([NH:11][C:9](=[O:10])[O:8][CH2:1][C:2]2[CH:7]=[CH:6][CH:5]=[CH:4][CH:3]=2)[CH2:16][CH2:15][N:14]1[CH:17]1[CH2:26][CH2:25][C:20](=[O:21])[CH2:19][CH2:18]1. The yield is 0.950. (9) The product is [CH3:24][CH:25]([CH3:32])[CH2:26][CH2:27][S:28]([NH:6][C:7](=[O:15])[CH:8]=[CH2:9])(=[O:30])=[O:29]. The reactants are ClC1C=C(Cl)C=CC=1CN1[C:9](/C=C/C(O)=O)=[CH:8][C:7]([O:15]C(C)C)=[N:6]1.[CH3:24][CH:25]([CH3:32])[CH2:26][CH2:27][S:28](N)(=[O:30])=[O:29].N12CCCN=C1CCCCC2. The yield is 0.280. The catalyst is CN(C)C=O. (10) The product is [CH:20]([O:19][C:10]1[CH:11]=[CH:12][C:13]([S:15]([CH3:18])(=[O:17])=[O:16])=[CH:14][C:9]=1[C:7]([N:4]1[CH2:5][CH2:6][CH:2]([O:1][C:24]2[CH:29]=[CH:28][C:27]([C:30]([F:33])([F:32])[F:31])=[CH:26][CH:25]=2)[CH2:3]1)=[O:8])([CH3:22])[CH3:21]. The reactants are [OH:1][CH:2]1[CH2:6][CH2:5][N:4]([C:7]([C:9]2[CH:14]=[C:13]([S:15]([CH3:18])(=[O:17])=[O:16])[CH:12]=[CH:11][C:10]=2[O:19][CH:20]([CH3:22])[CH3:21])=[O:8])[CH2:3]1.O[C:24]1[CH:29]=[CH:28][C:27]([C:30]([F:33])([F:32])[F:31])=[CH:26][CH:25]=1. The yield is 0.280. No catalyst specified.